Predict the reaction yield, written as a fraction of the theoretical maximum amount of product (1.0 means a 100% yield; for example, 0.34 means a 34% yield). From a dataset of Reaction yield outcomes from USPTO patents with 853,638 reactions. (1) The reactants are [C:1]([N:8]1[CH2:13][CH2:12][C:11](=[O:14])[CH2:10][CH:9]1[CH3:15])([O:3][C:4]([CH3:7])([CH3:6])[CH3:5])=[O:2].[BH4-].[Na+]. The catalyst is CO. The product is [OH:14][CH:11]1[CH2:12][CH2:13][N:8]([C:1]([O:3][C:4]([CH3:7])([CH3:6])[CH3:5])=[O:2])[CH:9]([CH3:15])[CH2:10]1. The yield is 1.00. (2) The reactants are [Br:1][C:2]1[CH:7]=[C:6]([N:8](S(C)(=O)=O)[S:9]([CH3:12])(=[O:11])=[O:10])[C:5]([I:17])=[CH:4][N:3]=1.C1COCC1.[OH-].[Na+]. The catalyst is O. The product is [Br:1][C:2]1[CH:7]=[C:6]([NH:8][S:9]([CH3:12])(=[O:11])=[O:10])[C:5]([I:17])=[CH:4][N:3]=1. The yield is 0.840. (3) The reactants are Cl[C:2]1[CH:7]=[N:6][CH:5]=[C:4]([Cl:8])[N:3]=1.[CH3:9][NH:10][CH:11]([CH2:13][CH3:14])[CH3:12].C(=O)([O-])[O-].[K+].[K+].CC(N(C)C)=O. The catalyst is O. The product is [Cl:8][C:4]1[N:3]=[C:2]([N:10]([CH3:9])[CH:11]([CH3:12])[CH2:13][CH3:14])[CH:7]=[N:6][CH:5]=1. The yield is 0.720.